The task is: Predict the product of the given reaction.. This data is from Forward reaction prediction with 1.9M reactions from USPTO patents (1976-2016). (1) Given the reactants [F:1][C:2]1[C:7]([OH:8])=[CH:6][CH:5]=[C:4]([F:9])[C:3]=1[NH:10][C:11](=O)[C:12]1[CH:17]=[C:16]([C:18]2[CH:23]=[CH:22][CH:21]=[C:20]([F:24])[CH:19]=2)[CH:15]=[C:14]([CH3:25])[C:13]=1[O:26][CH3:27], predict the reaction product. The product is: [F:1][C:2]1[C:3]([NH:10][CH2:11][C:12]2[CH:17]=[C:16]([C:18]3[CH:23]=[CH:22][CH:21]=[C:20]([F:24])[CH:19]=3)[CH:15]=[C:14]([CH3:25])[C:13]=2[O:26][CH3:27])=[C:4]([F:9])[CH:5]=[CH:6][C:7]=1[OH:8]. (2) The product is: [F:31][C:28]1[CH:29]=[CH:30][C:25]([CH2:24][C:9]2[C:10]([CH3:13])=[C:11]([CH3:12])[C:2]([OH:1])=[C:3]([CH:8]=2)[C:4]([O:6][CH3:7])=[O:5])=[CH:26][C:27]=1[O:32][CH3:33]. Given the reactants [OH:1][C:2]1[C:11]([CH3:12])=[C:10]([CH3:13])[C:9](B2OC(C)(C)C(C)(C)O2)=[CH:8][C:3]=1[C:4]([O:6][CH3:7])=[O:5].Br[CH2:24][C:25]1[CH:30]=[CH:29][C:28]([F:31])=[C:27]([O:32][CH3:33])[CH:26]=1.C(=O)([O-])[O-].[Na+].[Na+], predict the reaction product. (3) The product is: [Cl:16][C:3]1[C:2]([NH:1][S:22]([C:18]2[S:17][CH:21]=[CH:20][CH:19]=2)(=[O:24])=[O:23])=[C:10]2[C:6]([CH:7]=[C:8]([C:11]([O:13][CH2:14][CH3:15])=[O:12])[NH:9]2)=[CH:5][CH:4]=1. Given the reactants [NH2:1][C:2]1[C:3]([Cl:16])=[CH:4][CH:5]=[C:6]2[C:10]=1[NH:9][C:8]([C:11]([O:13][CH2:14][CH3:15])=[O:12])=[CH:7]2.[S:17]1[CH:21]=[CH:20][CH:19]=[C:18]1[S:22](Cl)(=[O:24])=[O:23], predict the reaction product. (4) Given the reactants C[N:2]1[CH2:15][CH2:14][C:12]2=[C:13]3[C:8](=[CH:9][CH:10]=[CH:11]2)[CH:7]2[CH2:16][CH2:17][CH2:18][CH:6]2[N:5]3[CH2:4][CH2:3]1.ClC(OC(Cl)C)=O, predict the reaction product. The product is: [CH2:4]1[N:5]2[C:13]3[C:8]([CH:7]4[CH2:16][CH2:17][CH2:18][CH:6]42)=[CH:9][CH:10]=[CH:11][C:12]=3[CH2:14][CH2:15][NH:2][CH2:3]1. (5) The product is: [NH2:7][C:8]1[CH:13]=[CH:12][N:11]([CH2:14][CH2:15][CH2:16][CH2:17][N:18]2[CH:22]=[C:21]([C:23]([NH:24][CH2:25][C:26]3[CH:31]=[CH:30][CH:29]=[C:28]([O:32][C:33]([F:35])([F:36])[F:34])[CH:27]=3)=[O:37])[N:20]=[N:19]2)[C:10](=[O:38])[CH:9]=1. Given the reactants C(OC(=O)[NH:7][C:8]1[CH:13]=[CH:12][N:11]([CH2:14][CH2:15][CH2:16][CH2:17][N:18]2[CH:22]=[C:21]([C:23](=[O:37])[NH:24][CH2:25][C:26]3[CH:31]=[CH:30][CH:29]=[C:28]([O:32][C:33]([F:36])([F:35])[F:34])[CH:27]=3)[N:20]=[N:19]2)[C:10](=[O:38])[CH:9]=1)(C)(C)C.C(O)(C(F)(F)F)=O, predict the reaction product.